From a dataset of Full USPTO retrosynthesis dataset with 1.9M reactions from patents (1976-2016). Predict the reactants needed to synthesize the given product. (1) Given the product [CH2:22]([NH:24][C:15]([C:4]1[S:3][C:2]([Br:1])=[N:6][C:5]=1[C:7]1[CH:12]=[CH:11][C:10]([Cl:13])=[CH:9][C:8]=1[Cl:14])=[O:17])[CH:21]=[CH2:20], predict the reactants needed to synthesize it. The reactants are: [Br:1][C:2]1[S:3][C:4]([C:15]([OH:17])=O)=[C:5]([C:7]2[CH:12]=[CH:11][C:10]([Cl:13])=[CH:9][C:8]=2[Cl:14])[N:6]=1.C1C=[CH:20][C:21]2N(O)N=[N:24][C:22]=2C=1.Cl.CN(C)CCCN=C=NCC.C(N)C=C. (2) Given the product [NH2:11][C@H:7]([C:8]([OH:10])=[O:9])[CH2:6][CH2:5][C:3]([NH:32][CH2:30][CH3:31])=[O:4], predict the reactants needed to synthesize it. The reactants are: CO[C:3]([CH2:5][CH2:6][C@H:7]([NH2:11])[C:8]([OH:10])=[O:9])=[O:4].C(CC(=O)C)(=O)C.C(O)(=O)C.S([O-])([O-])(=O)=O.[Na+].[Na+].[CH2:30]([NH2:32])[CH3:31].